Dataset: NCI-60 drug combinations with 297,098 pairs across 59 cell lines. Task: Regression. Given two drug SMILES strings and cell line genomic features, predict the synergy score measuring deviation from expected non-interaction effect. (1) Drug 1: C1=NC2=C(N=C(N=C2N1C3C(C(C(O3)CO)O)F)Cl)N. Drug 2: COC1=C2C(=CC3=C1OC=C3)C=CC(=O)O2. Cell line: SNB-19. Synergy scores: CSS=29.3, Synergy_ZIP=6.35, Synergy_Bliss=6.80, Synergy_Loewe=-19.7, Synergy_HSA=4.33. (2) Drug 1: C1CNP(=O)(OC1)N(CCCl)CCCl. Drug 2: CC1=C(C(=CC=C1)Cl)NC(=O)C2=CN=C(S2)NC3=CC(=NC(=N3)C)N4CCN(CC4)CCO. Cell line: HT29. Synergy scores: CSS=48.9, Synergy_ZIP=11.5, Synergy_Bliss=11.1, Synergy_Loewe=-11.3, Synergy_HSA=7.24. (3) Drug 1: C1=C(C(=O)NC(=O)N1)N(CCCl)CCCl. Drug 2: CS(=O)(=O)CCNCC1=CC=C(O1)C2=CC3=C(C=C2)N=CN=C3NC4=CC(=C(C=C4)OCC5=CC(=CC=C5)F)Cl. Cell line: HT29. Synergy scores: CSS=23.2, Synergy_ZIP=1.57, Synergy_Bliss=8.50, Synergy_Loewe=1.62, Synergy_HSA=3.87. (4) Drug 1: CCCS(=O)(=O)NC1=C(C(=C(C=C1)F)C(=O)C2=CNC3=C2C=C(C=N3)C4=CC=C(C=C4)Cl)F. Drug 2: C(CCl)NC(=O)N(CCCl)N=O. Cell line: OVCAR-4. Synergy scores: CSS=-4.20, Synergy_ZIP=1.98, Synergy_Bliss=-2.09, Synergy_Loewe=-5.76, Synergy_HSA=-5.63. (5) Drug 2: C1C(C(OC1N2C=NC3=C2NC=NCC3O)CO)O. Synergy scores: CSS=2.88, Synergy_ZIP=-0.429, Synergy_Bliss=-0.0675, Synergy_Loewe=-8.61, Synergy_HSA=-2.03. Drug 1: CN(C)N=NC1=C(NC=N1)C(=O)N. Cell line: NCI-H226. (6) Drug 1: CC=C1C(=O)NC(C(=O)OC2CC(=O)NC(C(=O)NC(CSSCCC=C2)C(=O)N1)C(C)C)C(C)C. Drug 2: CN(CCCl)CCCl.Cl. Cell line: LOX IMVI. Synergy scores: CSS=58.0, Synergy_ZIP=-0.551, Synergy_Bliss=4.20, Synergy_Loewe=-22.4, Synergy_HSA=4.75. (7) Drug 1: C1=C(C(=O)NC(=O)N1)N(CCCl)CCCl. Drug 2: CC1=C(C(=CC=C1)Cl)NC(=O)C2=CN=C(S2)NC3=CC(=NC(=N3)C)N4CCN(CC4)CCO. Cell line: HCT116. Synergy scores: CSS=35.8, Synergy_ZIP=-0.534, Synergy_Bliss=0.701, Synergy_Loewe=2.38, Synergy_HSA=3.91. (8) Synergy scores: CSS=-10.5, Synergy_ZIP=12.3, Synergy_Bliss=19.6, Synergy_Loewe=-4.31, Synergy_HSA=0.0267. Drug 2: CN(CCCl)CCCl.Cl. Cell line: UACC62. Drug 1: C1=CN(C=N1)CC(O)(P(=O)(O)O)P(=O)(O)O. (9) Drug 1: CC(C1=C(C=CC(=C1Cl)F)Cl)OC2=C(N=CC(=C2)C3=CN(N=C3)C4CCNCC4)N. Drug 2: CC1C(C(CC(O1)OC2CC(OC(C2O)C)OC3=CC4=CC5=C(C(=O)C(C(C5)C(C(=O)C(C(C)O)O)OC)OC6CC(C(C(O6)C)O)OC7CC(C(C(O7)C)O)OC8CC(C(C(O8)C)O)(C)O)C(=C4C(=C3C)O)O)O)O. Cell line: SR. Synergy scores: CSS=71.4, Synergy_ZIP=9.02, Synergy_Bliss=10.1, Synergy_Loewe=3.22, Synergy_HSA=9.28. (10) Drug 1: C1CCN(CC1)CCOC2=CC=C(C=C2)C(=O)C3=C(SC4=C3C=CC(=C4)O)C5=CC=C(C=C5)O. Drug 2: C1CC(C1)(C(=O)O)C(=O)O.[NH2-].[NH2-].[Pt+2]. Cell line: HT29. Synergy scores: CSS=0.147, Synergy_ZIP=-3.33, Synergy_Bliss=-5.04, Synergy_Loewe=-9.30, Synergy_HSA=-9.42.